Dataset: Full USPTO retrosynthesis dataset with 1.9M reactions from patents (1976-2016). Task: Predict the reactants needed to synthesize the given product. (1) Given the product [CH3:6][O:7][C:8]1[CH:13]=[C:12]([CH:11]=[CH:10][C:9]=1[C:17]1[CH:22]=[CH:21][CH:20]=[CH:19][N:18]=1)[NH2:14], predict the reactants needed to synthesize it. The reactants are: O.O.[Sn](Cl)Cl.[CH3:6][O:7][C:8]1[CH:13]=[C:12]([N+:14]([O-])=O)[CH:11]=[CH:10][C:9]=1[C:17]1[CH:22]=[CH:21][CH:20]=[CH:19][N:18]=1. (2) The reactants are: Cl.[C:2]([C:5]1[CH:6]=[N:7][CH:8]=[CH:9][CH:10]=1)(=[NH:4])[NH2:3].[CH2:14]1[O:13][C:15](O)([CH2:17]O)[CH2:14][O:13][C:15]1(O)[CH2:17]O.[Cl-].[NH4+].[Cl-].[Na+]. Given the product [N:7]1[CH:8]=[CH:9][CH:10]=[C:5]([C:2]2[NH:3][C:15]([CH2:14][OH:13])=[CH:17][N:4]=2)[CH:6]=1, predict the reactants needed to synthesize it. (3) Given the product [C:1]1([CH2:7][O:8][C:9]2[CH:10]=[C:11]3[C:15](=[CH:16][CH:17]=2)[CH:14]([OH:18])[CH2:13][CH2:12]3)[CH:2]=[CH:3][CH:4]=[CH:5][CH:6]=1, predict the reactants needed to synthesize it. The reactants are: [C:1]1([CH2:7][O:8][C:9]2[CH:10]=[C:11]3[C:15](=[CH:16][CH:17]=2)[C:14](=[O:18])[CH2:13][CH2:12]3)[CH:6]=[CH:5][CH:4]=[CH:3][CH:2]=1.[BH4-].[Na+].O. (4) Given the product [Cl:17][C:18]1[N:19]=[N:20][C:21]([N:12]2[CH2:11][CH2:10][N:9]([C:6]3[CH:5]=[CH:4][C:3]([C:2]([F:1])([F:15])[F:16])=[CH:8][N:7]=3)[CH2:14][CH2:13]2)=[C:22]([CH3:25])[C:23]=1[CH3:24], predict the reactants needed to synthesize it. The reactants are: [F:1][C:2]([F:16])([F:15])[C:3]1[CH:4]=[CH:5][C:6]([N:9]2[CH2:14][CH2:13][NH:12][CH2:11][CH2:10]2)=[N:7][CH:8]=1.[Cl:17][C:18]1[N:19]=[N:20][C:21](Cl)=[C:22]([CH3:25])[C:23]=1[CH3:24].C(N(CC)CC)C. (5) The reactants are: [CH3:1][NH:2][CH2:3][C@H:4]([C:13]1[CH:22]=[CH:21][C:20]2[C:15](=[CH:16][CH:17]=[CH:18][CH:19]=2)[CH:14]=1)[C@@H:5]([C:7]1[CH:12]=[CH:11][CH:10]=[CH:9][CH:8]=1)O.C(N(S(F)(F)[F:29])CC)C. Given the product [F:29][C@@H:5]([C:7]1[CH:12]=[CH:11][CH:10]=[CH:9][CH:8]=1)[C@@H:4]([C:13]1[CH:22]=[CH:21][C:20]2[C:15](=[CH:16][CH:17]=[CH:18][CH:19]=2)[CH:14]=1)[CH2:3][NH:2][CH3:1], predict the reactants needed to synthesize it.